Dataset: Peptide-MHC class I binding affinity with 185,985 pairs from IEDB/IMGT. Task: Regression. Given a peptide amino acid sequence and an MHC pseudo amino acid sequence, predict their binding affinity value. This is MHC class I binding data. (1) The peptide sequence is RVRGAVTGM. The MHC is HLA-B46:01 with pseudo-sequence HLA-B46:01. The binding affinity (normalized) is 0.0847. (2) The peptide sequence is AQYKCVTIKY. The MHC is HLA-A33:01 with pseudo-sequence HLA-A33:01. The binding affinity (normalized) is 0.0762. (3) The peptide sequence is FARERRLAL. The MHC is HLA-B39:01 with pseudo-sequence HLA-B39:01. The binding affinity (normalized) is 0.213. (4) The peptide sequence is GLFTNSSGTQ. The MHC is HLA-A33:01 with pseudo-sequence HLA-A33:01. The binding affinity (normalized) is 0. (5) The peptide sequence is YPLHEQYGM. The MHC is HLA-A02:01 with pseudo-sequence HLA-A02:01. The binding affinity (normalized) is 0. (6) The peptide sequence is YPGFGEHLI. The MHC is HLA-B51:01 with pseudo-sequence HLA-B51:01. The binding affinity (normalized) is 0.303. (7) The peptide sequence is FTEQAFYTR. The MHC is HLA-A11:01 with pseudo-sequence HLA-A11:01. The binding affinity (normalized) is 0.0962.